This data is from Forward reaction prediction with 1.9M reactions from USPTO patents (1976-2016). The task is: Predict the product of the given reaction. (1) The product is: [CH2:1]([O:4][C:5]1([CH3:46])[CH2:10][CH2:9][N:8]([C:11]2[C:12]3[N:13]([N:28]=[C:29]([C:31]4[CH:32]=[C:33]([C:37]5[CH:42]=[C:41]([C:43]#[N:44])[CH:40]=[CH:39][C:38]=5[O:45][C@H:50]([CH2:49][CH:48]=[CH2:47])[CH3:51])[CH:34]=[CH:35][CH:36]=4)[CH:30]=3)[CH:14]=[C:15]([CH3:27])[C:16]=2[C@H:17]([O:22][C:23]([CH3:25])([CH3:24])[CH3:26])[C:18]([O:20][CH3:21])=[O:19])[CH2:7][CH2:6]1)[CH:2]=[CH2:3]. Given the reactants [CH2:1]([O:4][C:5]1([CH3:46])[CH2:10][CH2:9][N:8]([C:11]2[C:12]3[N:13]([N:28]=[C:29]([C:31]4[CH:32]=[C:33]([C:37]5[CH:42]=[C:41]([C:43]#[N:44])[CH:40]=[CH:39][C:38]=5[OH:45])[CH:34]=[CH:35][CH:36]=4)[CH:30]=3)[CH:14]=[C:15]([CH3:27])[C:16]=2[C@H:17]([O:22][C:23]([CH3:26])([CH3:25])[CH3:24])[C:18]([O:20][CH3:21])=[O:19])[CH2:7][CH2:6]1)[CH:2]=[CH2:3].[CH3:47][C@@H:48](O)[CH2:49][CH:50]=[CH2:51].C1C=CC(P(C2C=CC=CC=2)C2C=CC=CC=2)=CC=1.CCOC(/N=N/C(OCC)=O)=O, predict the reaction product. (2) Given the reactants C(O[C:4]([C:6]1[CH:11]=[C:10]([Cl:12])[CH:9]=[C:8]([CH3:13])[N:7]=1)=[O:5])C.[Cl:14][C:15]1[CH:16]=[C:17]([CH:19]=[CH:20][CH:21]=1)[NH2:18], predict the reaction product. The product is: [Cl:14][C:15]1[CH:16]=[C:17]([NH:18][C:4]([C:6]2[CH:11]=[C:10]([Cl:12])[CH:9]=[C:8]([CH3:13])[N:7]=2)=[O:5])[CH:19]=[CH:20][CH:21]=1. (3) Given the reactants [H-].[Na+].[CH2:3]([O:5][C:6]([C:8]1[CH:17]=[C:11]2[C:12](=[O:16])[NH:13][CH2:14][CH2:15][N:10]2[N:9]=1)=[O:7])[CH3:4].Br[CH2:19][CH:20]1[CH2:22][CH2:21]1, predict the reaction product. The product is: [CH2:3]([O:5][C:6]([C:8]1[CH:17]=[C:11]2[C:12](=[O:16])[N:13]([CH2:19][CH:20]3[CH2:22][CH2:21]3)[CH2:14][CH2:15][N:10]2[N:9]=1)=[O:7])[CH3:4]. (4) Given the reactants Br[C:2]1[CH:3]=[C:4]([CH:8]=[CH:9][C:10]=1[CH3:11])[C:5]([OH:7])=[O:6].[Li]CCCC.CN([CH:20]=[O:21])C, predict the reaction product. The product is: [CH:20]([C:2]1[CH:3]=[C:4]([CH:8]=[CH:9][C:10]=1[CH3:11])[C:5]([OH:7])=[O:6])=[O:21]. (5) Given the reactants C(O)(C(F)(F)F)=O.C(OC(=O)[NH:14][C:15]1[C:24]2[C:19](=[CH:20][CH:21]=[CH:22][CH:23]=2)[C:18]([O:25][C:26]2[CH:31]=[CH:30][N:29]=[C:28]([NH:32][C:33]3[CH:38]=[C:37]([O:39][CH2:40][CH2:41][N:42]4[CH2:47][CH2:46][O:45][CH2:44][CH2:43]4)[CH:36]=[C:35]([C:48]#[CH:49])[CH:34]=3)[N:27]=2)=[CH:17][CH:16]=1)(C)(C)C, predict the reaction product. The product is: [NH2:14][C:15]1[C:24]2[C:19](=[CH:20][CH:21]=[CH:22][CH:23]=2)[C:18]([O:25][C:26]2[CH:31]=[CH:30][N:29]=[C:28]([NH:32][C:33]3[CH:38]=[C:37]([O:39][CH2:40][CH2:41][N:42]4[CH2:47][CH2:46][O:45][CH2:44][CH2:43]4)[CH:36]=[C:35]([C:48]#[CH:49])[CH:34]=3)[N:27]=2)=[CH:17][CH:16]=1.